From a dataset of Catalyst prediction with 721,799 reactions and 888 catalyst types from USPTO. Predict which catalyst facilitates the given reaction. Reactant: Cl.C(OC(=O)[NH:8][CH2:9][CH2:10][C:11]1[CH:16]=[CH:15][C:14]([O:17][CH2:18][CH2:19][C:20]2[CH:25]=[CH:24][C:23]([OH:26])=[C:22]([C@@H:27]([C:37]3[CH:42]=[CH:41][CH:40]=[CH:39][CH:38]=3)[CH2:28][CH2:29][N:30]([CH:34]([CH3:36])[CH3:35])[CH:31]([CH3:33])[CH3:32])[CH:21]=2)=[CH:13][CH:12]=1)(C)(C)C. Product: [NH2:8][CH2:9][CH2:10][C:11]1[CH:12]=[CH:13][C:14]([O:17][CH2:18][CH2:19][C:20]2[CH:25]=[CH:24][C:23]([OH:26])=[C:22]([C@@H:27]([C:37]3[CH:38]=[CH:39][CH:40]=[CH:41][CH:42]=3)[CH2:28][CH2:29][N:30]([CH:34]([CH3:35])[CH3:36])[CH:31]([CH3:33])[CH3:32])[CH:21]=2)=[CH:15][CH:16]=1. The catalyst class is: 12.